From a dataset of Experimentally validated miRNA-target interactions with 360,000+ pairs, plus equal number of negative samples. Binary Classification. Given a miRNA mature sequence and a target amino acid sequence, predict their likelihood of interaction. (1) The miRNA is hsa-miR-4663 with sequence AGCUGAGCUCCAUGGACGUGCAGU. The protein sequence of the target gene is MAATAREDGVRNLAQGPRGCEHYDRACLLKAPCCDKLYTCRLCHDTNEDHQLDRFKVKEVQCINCEKLQHAQQTCEDCSTLFGEYYCSICHLFDKDKRQYHCESCGICRIGPKEDFFHCLKCNLCLTTNLRGKHKCIENVSRQNCPICLEDIHTSRVVAHVLPCGHLLHRTCYEEMLKEGYRCPLCMHSALDMTRYWRQLDTEVAQTPMPSEYQNVTVDILCNDCNGRSTVQFHILGMKCKLCDSYNTAQAGGRRVPVDQQ. Result: 0 (no interaction). (2) The miRNA is hsa-miR-4271 with sequence GGGGGAAGAAAAGGUGGGG. The protein sequence of the target gene is MEAEAGGLEELTDEEMAALGKEELVRRLRREEAARLAALVQRGRLMQEVNRQLQGHLGEIRELKQLNRRLQAENRELRDLCCFLDSERQRGRRAARQWQLFGTQASRAVREDLGGCWQKLAELEGRQEELLRENLALKELCLALGEEWGPRGGPGGAVGSGAGPTPELALPPCGPRDLGDGSSSTGSVGSPDQLPLACSPDD. Result: 0 (no interaction).